Predict the reactants needed to synthesize the given product. From a dataset of Full USPTO retrosynthesis dataset with 1.9M reactions from patents (1976-2016). Given the product [CH3:3][C:4]1[CH:13]=[CH:12][C:11]2[C:6](=[C:7]([CH:14]([CH3:21])[C:15]([O:17][CH3:18])=[O:16])[CH:8]=[CH:9][CH:10]=2)[N:5]=1, predict the reactants needed to synthesize it. The reactants are: [H-].[Na+].[CH3:3][C:4]1[CH:13]=[CH:12][C:11]2[C:6](=[C:7]([CH2:14][C:15]([O:17][CH3:18])=[O:16])[CH:8]=[CH:9][CH:10]=2)[N:5]=1.IC.[CH3:21]COCC.